This data is from Forward reaction prediction with 1.9M reactions from USPTO patents (1976-2016). The task is: Predict the product of the given reaction. (1) Given the reactants C(Cl)(=O)C(Cl)=O.C[N:8](C)[CH:9]=[O:10].[CH3:12][C:13]1[N:17]([C:18]2[CH:23]=[CH:22][C:21]([C:24]([F:27])([F:26])[F:25])=[CH:20][CH:19]=2)[N:16]=[CH:15][C:14]=1C(O)=O, predict the reaction product. The product is: [CH3:12][C:13]1[N:17]([C:18]2[CH:19]=[CH:20][C:21]([C:24]([F:27])([F:25])[F:26])=[CH:22][CH:23]=2)[N:16]=[CH:15][C:14]=1[C:9]([NH2:8])=[O:10]. (2) Given the reactants [NH2:1][C:2]1[CH:7]=[CH:6][C:5]([OH:8])=[CH:4][C:3]=1[N+:9]([O-:11])=[O:10].C(=O)([O-])[O-].[Cs+].[Cs+].[Br:18][CH2:19][CH2:20]CBr, predict the reaction product. The product is: [Br:18][CH2:19][CH2:20][O:8][C:5]1[CH:6]=[CH:7][C:2]([NH2:1])=[C:3]([N+:9]([O-:11])=[O:10])[CH:4]=1. (3) Given the reactants [CH:1]([NH:3][C:4]1[C:9]([CH2:10][CH3:11])=[CH:8][CH:7]=[CH:6][C:5]=1[CH2:12][CH3:13])=O.P12(SP3(SP(SP(S3)(S1)=S)(=S)S2)=S)=[S:15].[Cl:28][CH2:29][CH2:30][C:31](=O)[CH3:32].C([O-])([O-])=O.[Na+].[Na+], predict the reaction product. The product is: [Cl-:28].[CH2:12]([C:5]1[CH:6]=[CH:7][CH:8]=[C:9]([CH2:10][CH3:11])[C:4]=1[N+:3]1[C:30]([CH3:29])=[C:31]([CH3:32])[S:15][CH:1]=1)[CH3:13]. (4) Given the reactants [F:1][C:2]1[CH:10]=[C:9]2[C:5]([C:6](B3OC(C)(C)C(C)(C)O3)=[CH:7][N:8]2[S:11]([C:14]2[CH:20]=[CH:19][C:17]([CH3:18])=[CH:16][CH:15]=2)(=[O:13])=[O:12])=[CH:4][C:3]=1[C:30]1[O:34][C:33]([NH:35][CH:36]([CH3:38])[CH3:37])=[N:32][N:31]=1.Br[C:40]1[N:45]=[C:44]([CH:46]2[CH2:48][CH2:47]2)[CH:43]=[CH:42][N:41]=1.P([O-])([O-])([O-])=O.[K+].[K+].[K+], predict the reaction product. The product is: [CH:46]1([C:44]2[CH:43]=[CH:42][N:41]=[C:40]([C:6]3[C:5]4[C:9](=[CH:10][C:2]([F:1])=[C:3]([C:30]5[O:34][C:33]([NH:35][CH:36]([CH3:37])[CH3:38])=[N:32][N:31]=5)[CH:4]=4)[N:8]([S:11]([C:14]4[CH:15]=[CH:16][C:17]([CH3:18])=[CH:19][CH:20]=4)(=[O:12])=[O:13])[CH:7]=3)[N:45]=2)[CH2:48][CH2:47]1. (5) The product is: [CH2:40]([NH:43][C:25](=[O:26])[CH2:24][CH2:23][CH2:22][O:21][C:8]1[CH:9]=[CH:10][C:11]2[C:12]([CH2:16][C:17]([CH3:18])([CH3:20])[CH3:19])=[N:13][O:14][C:15]=2[C:7]=1[CH2:4][CH2:5][CH3:6])[CH2:41][CH3:42]. Given the reactants C(Cl)Cl.[CH2:4]([C:7]1[C:15]2[O:14][N:13]=[C:12]([CH2:16][C:17]([CH3:20])([CH3:19])[CH3:18])[C:11]=2[CH:10]=[CH:9][C:8]=1[O:21][CH2:22][CH2:23][CH2:24][C:25](O)=[O:26])[CH2:5][CH3:6].C1N=CN(C(N2C=NC=C2)=O)C=1.[CH2:40]([NH2:43])[CH2:41][CH3:42], predict the reaction product. (6) Given the reactants [Cl:1][C:2]1[C:3]([CH2:8][CH2:9][CH3:10])=[N:4][CH:5]=[CH:6][N:7]=1.C1C=C(Cl)C=C(C(OO)=[O:19])C=1.N, predict the reaction product. The product is: [Cl:1][C:2]1[CH:3]([CH2:8][CH2:9][CH3:10])[N:4]([OH:19])[CH:5]=[CH:6][N:7]=1. (7) Given the reactants C([O:9][C:10]1[CH:15]=[C:14]([Br:16])[C:13]([O:17][C:18]2[CH:23]=[CH:22][C:21]([O:24][CH3:25])=[C:20]([CH2:26][C:27]3[CH:32]=[CH:31][C:30]([F:33])=[CH:29][CH:28]=3)[CH:19]=2)=[C:12]([Br:34])[CH:11]=1)(=O)C1C=CC=CC=1.[OH-].[Na+].C(OCC)(=O)C, predict the reaction product. The product is: [Br:16][C:14]1[CH:15]=[C:10]([OH:9])[CH:11]=[C:12]([Br:34])[C:13]=1[O:17][C:18]1[CH:23]=[CH:22][C:21]([O:24][CH3:25])=[C:20]([CH2:26][C:27]2[CH:32]=[CH:31][C:30]([F:33])=[CH:29][CH:28]=2)[CH:19]=1.